This data is from Reaction yield outcomes from USPTO patents with 853,638 reactions. The task is: Predict the reaction yield, written as a fraction of the theoretical maximum amount of product (1.0 means a 100% yield; for example, 0.34 means a 34% yield). (1) The reactants are [Cl:1][C:2]1[C:3]([C:16]2[CH:17]=[N:18][C:19](F)=[C:20]([Cl:22])[CH:21]=2)=[CH:4][C:5]([F:15])=[C:6]([CH:14]=1)[C:7]([NH:9][S:10]([CH3:13])(=[O:12])=[O:11])=[O:8].C([O-])([O-])=O.[Cs+].[Cs+].[F:30][C:31]1[C:36]([F:37])=[CH:35][C:34]([F:38])=[CH:33][C:32]=1[OH:39]. The catalyst is CS(C)=O. The product is [Cl:1][C:2]1[C:3]([C:16]2[CH:17]=[N:18][C:19]([O:39][C:32]3[CH:33]=[C:34]([F:38])[CH:35]=[C:36]([F:37])[C:31]=3[F:30])=[C:20]([Cl:22])[CH:21]=2)=[CH:4][C:5]([F:15])=[C:6]([CH:14]=1)[C:7]([NH:9][S:10]([CH3:13])(=[O:12])=[O:11])=[O:8]. The yield is 0.390. (2) The reactants are [CH2:1]([N:7]=[C:8]=[O:9])[CH2:2][CH2:3][CH2:4][CH2:5][CH3:6].[CH2:10]([NH2:16])[CH2:11][CH2:12][CH2:13][CH2:14][CH3:15].[C:17](Cl)(=[O:22])[CH2:18][C:19](Cl)=[O:20].C(N(C(C)C)CC)(C)C.[N:33]([CH2:36][C:37]([O:39]CC)=[O:38])=[C:34]=[O:35]. The catalyst is ClCCl. The product is [CH2:1]([N:7]1[C:19]([OH:20])=[C:18]([C:34]([NH:33][CH2:36][C:37]([OH:39])=[O:38])=[O:35])[C:17](=[O:22])[N:16]([CH2:10][CH2:11][CH2:12][CH2:13][CH2:14][CH3:15])[C:8]1=[O:9])[CH2:2][CH2:3][CH2:4][CH2:5][CH3:6]. The yield is 0.450. (3) The reactants are Cl.[O:2]1[CH2:7][CH2:6][CH:5]([NH2:8])[CH2:4][CH2:3]1.C(N(CC)CC)C.ON1C2C=CC=CC=2N=N1.Cl.C(N=C=NCCCN(C)C)C.[CH3:38][C:39]1[CH:47]=[C:46]2[C:42]([CH:43]=[N:44][NH:45]2)=[CH:41][C:40]=1[C:48](O)=[O:49].C(=O)([O-])O.[Na+]. The catalyst is CN(C)C=O.C(OCC)(=O)C. The product is [CH3:38][C:39]1[CH:47]=[C:46]2[C:42]([CH:43]=[N:44][NH:45]2)=[CH:41][C:40]=1[C:48]([NH:8][CH:5]1[CH2:6][CH2:7][O:2][CH2:3][CH2:4]1)=[O:49]. The yield is 0.910. (4) The reactants are [ClH:1].C(OCC)(=O)C.C(OC([N:15]1[CH2:20][CH2:19][CH:18]([CH2:21][N:22]2[CH2:27][CH2:26][N:25]([CH2:28][CH:29]3[CH2:34][CH2:33][N:32](C(OC(C)(C)C)=O)[CH2:31][CH2:30]3)[CH2:24][CH2:23]2)[CH2:17][CH2:16]1)=O)(C)(C)C. The catalyst is C(Cl)Cl. The product is [ClH:1].[ClH:1].[ClH:1].[ClH:1].[NH:32]1[CH2:33][CH2:34][CH:29]([CH2:28][N:25]2[CH2:24][CH2:23][N:22]([CH2:21][CH:18]3[CH2:17][CH2:16][NH:15][CH2:20][CH2:19]3)[CH2:27][CH2:26]2)[CH2:30][CH2:31]1. The yield is 0.840. (5) The reactants are [CH3:1][C:2]1[O:6][C:5]([C:7]2[CH:14]=[CH:13][C:10]([CH:11]=O)=[CH:9][CH:8]=2)=[N:4][N:3]=1.[OH-:15].[K+].[CH:17](Br)(Br)Br.[OH-:21].[K+].[CH3:23][OH:24]. The catalyst is CO.O1CCOCC1. The product is [CH3:17][O:15][CH:11]([C:10]1[CH:13]=[CH:14][C:7]([C:5]2[O:6][C:2]([CH3:1])=[N:3][N:4]=2)=[CH:8][CH:9]=1)[C:23]([OH:24])=[O:21]. The yield is 1.00. (6) The reactants are CS([CH2:5][CH:6]=[CH:7][CH2:8]S(C)(=O)=O)(=O)=O.[CH3:13][O:14][C:15]1[CH:22]=[CH:21][C:18]([CH2:19][NH2:20])=[CH:17][CH:16]=1. The catalyst is ClCCl. The product is [CH3:13][O:14][C:15]1[CH:22]=[CH:21][C:18]([CH2:19][N:20]2[CH2:8][CH:7]=[CH:6][CH2:5]2)=[CH:17][CH:16]=1. The yield is 0.630. (7) The reactants are [CH3:1][C:2]1[CH:7]=[CH:6][C:5]([S:8]([O:11][CH2:12][CH:13]2[CH2:17][C:16]3[CH:18]=[CH:19][CH:20]=[C:21](Br)[C:15]=3[O:14]2)(=[O:10])=[O:9])=[CH:4][CH:3]=1.[S:23]1[CH:27]=[CH:26][C:25](B(O)O)=[CH:24]1.C(=O)([O-])[O-].[K+].[K+].CC1C=CC(S(OCC2CC3C(C4C=CC=CC=4)=CC=CC=3O2)(=O)=O)=CC=1. The catalyst is CC1C=CC=CC=1[P](C1C=CC=CC=1C)([Pd](Cl)(Cl)[P](C1=C(C)C=CC=C1)(C1C=CC=CC=1C)C1C=CC=CC=1C)C1C=CC=CC=1C. The product is [CH3:1][C:2]1[CH:7]=[CH:6][C:5]([S:8]([O:11][CH2:12][CH:13]2[CH2:17][C:16]3[CH:18]=[CH:19][CH:20]=[C:21]([C:25]4[CH:26]=[CH:27][S:23][CH:24]=4)[C:15]=3[O:14]2)(=[O:10])=[O:9])=[CH:4][CH:3]=1. The yield is 0.770. (8) The reactants are CC([O-])(C)C.[K+].[Cl:7][C:8]1[CH:9]=[CH:10][C:11]([N+:17]([O-:19])=[O:18])=[C:12]([CH:16]=1)[C:13]([OH:15])=[O:14].CO[NH2:22].Cl. The catalyst is CN(C=O)C.CC([O-])=O.CC([O-])=O.[Cu+2]. The product is [NH2:22][C:10]1[C:11]([N+:17]([O-:19])=[O:18])=[C:12]([CH:16]=[C:8]([Cl:7])[CH:9]=1)[C:13]([OH:15])=[O:14]. The yield is 1.00. (9) The reactants are [CH2:1]([N:3]1[CH:7]=[C:6]([C:8]2[S:16][C:15]3[C:10](=[N:11][CH:12]=[CH:13][C:14]=3[O:17][C:18]3[CH:23]=[CH:22][C:21]([NH2:24])=[CH:20][C:19]=3[F:25])[CH:9]=2)[N:5]=[CH:4]1)[CH3:2].C(N1C=C(C2SC3C(=NC=CC=3OC3C=CC(NC(NC(=O)CC4C=CC=CC=4F)=S)=CC=3F)C=2)N=C1)C.[CH3:64][O:65][C:66]1[CH:71]=[CH:70][CH:69]=[CH:68][C:67]=1[CH2:72][C:73]([N:75]=[C:76]=[S:77])=[O:74]. No catalyst specified. The product is [CH2:1]([N:3]1[CH:7]=[C:6]([C:8]2[S:16][C:15]3[C:10](=[N:11][CH:12]=[CH:13][C:14]=3[O:17][C:18]3[CH:23]=[CH:22][C:21]([NH:24][C:76]([NH:75][C:73](=[O:74])[CH2:72][C:67]4[CH:68]=[CH:69][CH:70]=[CH:71][C:66]=4[O:65][CH3:64])=[S:77])=[CH:20][C:19]=3[F:25])[CH:9]=2)[N:5]=[CH:4]1)[CH3:2]. The yield is 0.820.